From a dataset of Full USPTO retrosynthesis dataset with 1.9M reactions from patents (1976-2016). Predict the reactants needed to synthesize the given product. Given the product [O:1]1[CH2:6][CH2:5][CH2:4][CH2:3][CH:2]1[O:7][CH2:8][C:9]1[CH:14]=[CH:13][N:12]=[C:11]([N:15]2[CH2:20][CH2:19][N:18]([C:22]([O:24][CH2:25][C:26]3[CH:31]=[CH:30][CH:29]=[CH:28][CH:27]=3)=[O:23])[CH2:17][CH2:16]2)[CH:10]=1, predict the reactants needed to synthesize it. The reactants are: [O:1]1[CH2:6][CH2:5][CH2:4][CH2:3][CH:2]1[O:7][CH2:8][C:9]1[CH:14]=[CH:13][N:12]=[C:11]([N:15]2[CH2:20][CH2:19][NH:18][CH2:17][CH2:16]2)[CH:10]=1.Cl[C:22]([O:24][CH2:25][C:26]1[CH:31]=[CH:30][CH:29]=[CH:28][CH:27]=1)=[O:23].